Dataset: Reaction yield outcomes from USPTO patents with 853,638 reactions. Task: Predict the reaction yield, written as a fraction of the theoretical maximum amount of product (1.0 means a 100% yield; for example, 0.34 means a 34% yield). (1) The reactants are C1C=CC(P(C2C(C3C(P(C4C=CC=CC=4)C4C=CC=CC=4)=CC=C4C=3C=CC=C4)=C3C(C=CC=C3)=CC=2)C2C=CC=CC=2)=CC=1.Br[C:48]1[S:52][C:51]([C:53]([OH:55])=[O:54])=[CH:50][CH:49]=1.[C:56]([C:60]#[CH:61])([CH3:59])([CH3:58])[CH3:57]. The catalyst is [Cu]I.C1C=CC(/C=C/C(/C=C/C2C=CC=CC=2)=O)=CC=1.C1C=CC(/C=C/C(/C=C/C2C=CC=CC=2)=O)=CC=1.C1C=CC(/C=C/C(/C=C/C2C=CC=CC=2)=O)=CC=1.[Pd].[Pd].CN(C=O)C. The product is [CH3:57][C:56]([CH3:59])([CH3:58])[C:60]#[C:61][C:48]1[S:52][C:51]([C:53]([OH:55])=[O:54])=[CH:50][CH:49]=1. The yield is 0.650. (2) The reactants are [CH3:1][C:2]([CH3:32])([CH3:31])[C@@H:3]([N:7]1[C:16](=[O:17])[C:15]2=[CH:18][N:19](S(C3C=CC(C)=CC=3)(=O)=O)[C:13]3[C:14]2=[C:9]([C:10]([CH3:30])=[CH:11][N:12]=3)[CH2:8]1)[C:4]([OH:6])=[O:5].CO.[OH-].[Na+]. The catalyst is C1COCC1. The product is [CH3:1][C:2]([CH3:32])([CH3:31])[C@@H:3]([N:7]1[C:16](=[O:17])[C:15]2=[CH:18][NH:19][C:13]3[C:14]2=[C:9]([C:10]([CH3:30])=[CH:11][N:12]=3)[CH2:8]1)[C:4]([OH:6])=[O:5]. The yield is 0.420. (3) The reactants are [CH3:1][C:2]1[C:3]([S:8][C:9]2[CH:10]=[C:11]([O:31][C:32]3[C:33]([CH3:38])=[N:34][CH:35]=[CH:36][CH:37]=3)[C:12]([NH:15][C:16]3[S:20][N:19]=[C:18]([C@H:21]4[CH2:25][O:24]C5(CCCCC5)[O:22]4)[N:17]=3)=[N:13][CH:14]=2)=[N:4][CH:5]=[CH:6][CH:7]=1.[ClH:39]. The catalyst is C(O)C. The product is [ClH:39].[CH3:1][C:2]1[C:3]([S:8][C:9]2[CH:10]=[C:11]([O:31][C:32]3[C:33]([CH3:38])=[N:34][CH:35]=[CH:36][CH:37]=3)[C:12]([NH:15][C:16]3[S:20][N:19]=[C:18]([C@H:21]([OH:22])[CH2:25][OH:24])[N:17]=3)=[N:13][CH:14]=2)=[N:4][CH:5]=[CH:6][CH:7]=1. The yield is 0.865.